From a dataset of Full USPTO retrosynthesis dataset with 1.9M reactions from patents (1976-2016). Predict the reactants needed to synthesize the given product. (1) Given the product [C:35]([O:34][CH2:38][CH3:37])(=[O:17])[CH3:36].[CH2:35]([OH:34])[CH3:36].[NH3:8].[CH2:14]1[C:12]2[C:11](=[CH:35][CH:36]=[CH:37][CH:38]=2)[CH2:16][CH2:15]1, predict the reactants needed to synthesize it. The reactants are: F[P-](F)(F)(F)(F)F.[N:8]1([O:17]C(N(C)C)=[N+](C)C)[C:12]2N=[CH:14][CH:15]=[CH:16][C:11]=2N=N1.C(N(C(C)C)C(C)C)C.[O:34]1[CH2:38][CH2:37][CH2:36][CH2:35]1. (2) Given the product [Br:9][C:10]1[CH:15]=[C:14]([Cl:16])[CH:13]=[C:12]([O:6][CH3:4])[C:11]=1[Cl:18], predict the reactants needed to synthesize it. The reactants are: CO.C[C:4](C)([O-:6])C.[K+].[Br:9][C:10]1[CH:15]=[C:14]([Cl:16])[CH:13]=[C:12](F)[C:11]=1[Cl:18]. (3) Given the product [CH3:1][O:2][C:3]1[CH:4]=[C:5]2[C:10](=[CH:11][C:12]=1[O:13][CH3:14])[N:9]([CH3:15])[C:8]([C:16]1[CH:21]=[CH:20][CH:19]=[CH:18][CH:17]=1)=[N:7][C:6]2=[S:32], predict the reactants needed to synthesize it. The reactants are: [CH3:1][O:2][C:3]1[CH:4]=[C:5]2[C:10](=[CH:11][C:12]=1[O:13][CH3:14])[N:9]([CH3:15])[C:8]([C:16]1[CH:21]=[CH:20][CH:19]=[CH:18][CH:17]=1)=[N:7][C:6]2=O.COC1C=CC(P2(SP(C3C=CC(OC)=CC=3)(=S)S2)=[S:32])=CC=1. (4) Given the product [C:12]([O:14][C:15]1[CH:24]=[CH:23][C:22]([C:25]2[S:26][CH:27]=[C:28]([C:30]3[CH:31]=[CH:32][C:33]([O:36][CH2:37][CH2:38][CH2:39][CH2:40][CH2:41][CH2:42][CH3:43])=[CH:34][CH:35]=3)[N:29]=2)=[CH:21][CH:20]=1)(=[O:13])[CH2:11][CH3:16], predict the reactants needed to synthesize it. The reactants are: II.C(OC(N[C@@H:11]([CH2:16]I)[C:12]([O:14][CH3:15])=[O:13])=O)(C)(C)C.BrC1[CH:24]=[CH:23][C:22]([C:25]2[S:26][CH:27]=[C:28]([C:30]3[CH:35]=[CH:34][C:33]([O:36][CH2:37][CH2:38][CH2:39][CH2:40][CH2:41][CH2:42][CH3:43])=[CH:32][CH:31]=3)[N:29]=2)=[CH:21][CH:20]=1.C1(P(C2CCCCC2)C2C=CC=CC=2C2C(OC)=CC=CC=2OC)CCCCC1. (5) Given the product [CH2:32]([NH:33][C:16](=[O:18])[C:10]1[C:9]([O:8][CH2:1][C:2]2[CH:3]=[CH:4][CH:5]=[CH:6][CH:7]=2)=[CH:14][CH:13]=[C:12]([Br:15])[N:11]=1)[C:31]1[CH:44]=[CH:43][CH:28]=[CH:29][CH:30]=1, predict the reactants needed to synthesize it. The reactants are: [CH2:1]([O:8][C:9]1[C:10]([C:16]([OH:18])=O)=[N:11][C:12]([Br:15])=[CH:13][CH:14]=1)[C:2]1[CH:7]=[CH:6][CH:5]=[CH:4][CH:3]=1.CN(C(ON1N=N[C:29]2[CH:30]=[CH:31][CH:32]=[N:33][C:28]1=2)=[N+](C)C)C.F[P-](F)(F)(F)(F)F.[C:43]1(N)C=CC=C[CH:44]=1. (6) Given the product [CH3:22][O:19][C:8]1[C:7]2[C:11](=[CH:12][C:4]([N+:1]([O-:3])=[O:2])=[CH:5][CH:6]=2)[N:10]([C:13]2[CH:18]=[CH:17][CH:16]=[CH:15][CH:14]=2)[N:9]=1, predict the reactants needed to synthesize it. The reactants are: [N+:1]([C:4]1[CH:12]=[C:11]2[C:7]([C:8](=[O:19])[NH:9][N:10]2[C:13]2[CH:18]=[CH:17][CH:16]=[CH:15][CH:14]=2)=[CH:6][CH:5]=1)([O-:3])=[O:2].CI.[C:22](=O)([O-])[O-].[K+].[K+].CN(C)C=O.